From a dataset of Full USPTO retrosynthesis dataset with 1.9M reactions from patents (1976-2016). Predict the reactants needed to synthesize the given product. (1) Given the product [CH2:27]([O:16][C:14](=[O:15])[C:13]([CH2:20][C:21]1[CH:22]=[CH:23][CH:24]=[CH:25][CH:26]=1)([NH:10][C:45](=[O:46])[NH:44][C@@H:42]([C:36]1[CH:41]=[CH:40][CH:39]=[CH:38][CH:37]=1)[CH3:43])[C:17]([O:19][CH2:2][CH3:3])=[O:18])[CH3:28], predict the reactants needed to synthesize it. The reactants are: F[C:2](F)(F)[C:3](O)=O.C([N:10]([C:13]([CH2:20][C:21]1[CH:26]=[CH:25][CH:24]=[CH:23][CH:22]=1)([C:17]([OH:19])=[O:18])[C:14]([OH:16])=[O:15])CC)C.[CH:27](N(C(C)C)CC)(C)[CH3:28].[C:36]1([C@H:42]([N:44]=[C:45]=[O:46])[CH3:43])[CH:41]=[CH:40][CH:39]=[CH:38][CH:37]=1.O. (2) Given the product [Br:1][C:2]1[CH:3]=[CH:4][C:5]([CH3:17])=[C:6]([CH2:8][C:10]2[CH:11]=[CH:12][C:13]([Cl:16])=[CH:14][CH:15]=2)[CH:7]=1, predict the reactants needed to synthesize it. The reactants are: [Br:1][C:2]1[CH:3]=[CH:4][C:5]([CH3:17])=[C:6]([C:8]([C:10]2[CH:15]=[CH:14][C:13]([Cl:16])=[CH:12][CH:11]=2)=O)[CH:7]=1.C([SiH](CC)CC)C. (3) Given the product [NH2:24][C:3]1[CH:4]=[C:5]([N:8]2[CH2:13][C:12]3[CH:14]=[N:15][C:16]([NH:18][CH3:19])=[CH:17][C:11]=3[N:10]([CH3:22])[C:9]2=[O:23])[CH:6]=[CH:7][C:2]=1[F:1], predict the reactants needed to synthesize it. The reactants are: [F:1][C:2]1[CH:7]=[CH:6][C:5]([N:8]2[CH2:13][C:12]3[CH:14]=[N:15][C:16]([N:18](OC)[CH3:19])=[CH:17][C:11]=3[N:10]([CH3:22])[C:9]2=[O:23])=[CH:4][C:3]=1[N+:24]([O-])=O. (4) Given the product [CH3:22][N:15]1[C:16]2[C:21](=[CH:20][CH:19]=[CH:18][CH:17]=2)[C:3]([C:4]([F:7])([F:6])[F:5])([C:2]([F:24])([F:23])[F:1])[C:9]2[CH:14]=[CH:13][CH:12]=[CH:11][C:10]1=2, predict the reactants needed to synthesize it. The reactants are: [F:1][C:2]([F:24])([F:23])[C:3]([C:9]1[CH:14]=[CH:13][CH:12]=[CH:11][C:10]=1[N:15]([CH3:22])[C:16]1[CH:21]=[CH:20][CH:19]=[CH:18][CH:17]=1)(O)[C:4]([F:7])([F:6])[F:5]. (5) Given the product [C:4]1([N:7]([C:8]2[CH:13]=[CH:12][CH:11]=[CH:10][CH:9]=2)[C:14]2[CH:19]=[CH:18][C:17]([B:26]([OH:29])[OH:27])=[CH:16][CH:15]=2)[CH:5]=[CH:6][CH:1]=[CH:2][CH:3]=1, predict the reactants needed to synthesize it. The reactants are: [CH:1]1[CH:6]=[CH:5][C:4]([N:7]([C:14]2[CH:19]=[CH:18][C:17](Br)=[CH:16][CH:15]=2)[C:8]2[CH:13]=[CH:12][CH:11]=[CH:10][CH:9]=2)=[CH:3][CH:2]=1.C([Li])CCC.[B:26](OC)([O:29]C)[O:27]C.Cl. (6) Given the product [CH:1]1([C:4]2[CH:9]=[CH:8][C:7](/[C:10](/[C:14]3[CH:19]=[CH:18][C:17]([I:20])=[CH:16][CH:15]=3)=[CH:11]/[CH2:12][O:13][C:22]3[CH:33]=[CH:32][C:25]([O:26][CH2:27][C:28]([O:30][CH3:31])=[O:29])=[C:24]([CH3:34])[CH:23]=3)=[CH:6][CH:5]=2)[CH2:3][CH2:2]1, predict the reactants needed to synthesize it. The reactants are: [CH:1]1([C:4]2[CH:9]=[CH:8][C:7](/[C:10](/[C:14]3[CH:19]=[CH:18][C:17]([I:20])=[CH:16][CH:15]=3)=[CH:11]/[CH2:12][OH:13])=[CH:6][CH:5]=2)[CH2:3][CH2:2]1.O[C:22]1[CH:33]=[CH:32][C:25]([O:26][CH2:27][C:28]([O:30][CH3:31])=[O:29])=[C:24]([CH3:34])[CH:23]=1.C1(P(C2C=CC=CC=2)C2C=CC=CC=2)C=CC=CC=1.N(C(OC(C)C)=O)=NC(OC(C)C)=O. (7) Given the product [CH2:1]([NH:3][C:4](=[O:26])[NH:5][C:6]1[N:11]=[CH:10][C:9]([C:28]2[CH:33]=[N:32][CH:31]=[C:30]([S:34]([NH2:37])(=[O:36])=[O:35])[CH:29]=2)=[C:8]([C:15]2[S:16][CH:17]=[C:18]([C:20]3[CH:25]=[CH:24][CH:23]=[CH:22][N:21]=3)[N:19]=2)[CH:7]=1)[CH3:2], predict the reactants needed to synthesize it. The reactants are: [CH2:1]([NH:3][C:4](=[O:26])[NH:5][C:6]1[N:11]=[CH:10][C:9](B(O)O)=[C:8]([C:15]2[S:16][CH:17]=[C:18]([C:20]3[CH:25]=[CH:24][CH:23]=[CH:22][N:21]=3)[N:19]=2)[CH:7]=1)[CH3:2].Br[C:28]1[CH:29]=[C:30]([S:34]([NH2:37])(=[O:36])=[O:35])[CH:31]=[N:32][CH:33]=1.